Dataset: Catalyst prediction with 721,799 reactions and 888 catalyst types from USPTO. Task: Predict which catalyst facilitates the given reaction. (1) Reactant: Br[C:2]1[CH:3]=[CH:4][C:5]2[N:9]=[N:8][N:7]([CH3:10])[C:6]=2[CH:11]=1.[CH3:12][O:13][C:14]1[CH:15]=[C:16]([C:20]2[N:25]3[N:26]=[C:27]([NH2:29])[N:28]=[C:24]3[CH:23]=[CH:22][CH:21]=2)[CH:17]=[CH:18][CH:19]=1.C1(P(C2C=CC=CC=2)C2C3OC4C(=CC=CC=4P(C4C=CC=CC=4)C4C=CC=CC=4)C(C)(C)C=3C=CC=2)C=CC=CC=1.C(=O)([O-])[O-].[Cs+].[Cs+]. Product: [CH3:12][O:13][C:14]1[CH:15]=[C:16]([C:20]2[N:25]3[N:26]=[C:27]([NH:29][C:2]4[CH:3]=[CH:4][C:5]5[N:9]=[N:8][N:7]([CH3:10])[C:6]=5[CH:11]=4)[N:28]=[C:24]3[CH:23]=[CH:22][CH:21]=2)[CH:17]=[CH:18][CH:19]=1. The catalyst class is: 12. (2) Reactant: [Br:1][C:2]1[CH:10]=[CH:9][CH:8]=[C:7]2[C:3]=1[CH2:4][CH2:5][C:6]2=O.Cl.[CH3:13][O:14][NH2:15]. Product: [CH3:13][O:14][N:15]=[C:6]1[C:7]2[C:3](=[C:2]([Br:1])[CH:10]=[CH:9][CH:8]=2)[CH2:4][CH2:5]1. The catalyst class is: 17. (3) Reactant: [Br:1][C:2]1[CH:18]=[CH:17][C:5]([C:6]([NH:8][CH2:9][CH:10]([O:14]CC)OCC)=O)=[CH:4][CH:3]=1.O=P12OP3(OP(OP(O3)(O1)=O)(=O)O2)=O.C([O-])(O)=O.[Na+].[NH4+].[OH-]. Product: [Br:1][C:2]1[CH:3]=[CH:4][C:5]([C:6]2[O:14][CH:10]=[CH:9][N:8]=2)=[CH:17][CH:18]=1. The catalyst class is: 65. (4) Reactant: [OH:1][C:2]1[CH:3]=[C:4]([NH:9][C:10](=[O:21])[C:11]2[CH:16]=[CH:15][CH:14]=[C:13]([C:17]([F:20])([F:19])[F:18])[CH:12]=2)[CH:5]=[CH:6][C:7]=1[CH3:8].Cl[C:23]1[CH:28]=[CH:27][C:26]([N+:29]([O-:31])=[O:30])=[CH:25][N:24]=1.C(=O)([O-])[O-].[K+].[K+]. Product: [CH3:8][C:7]1[CH:6]=[CH:5][C:4]([NH:9][C:10](=[O:21])[C:11]2[CH:16]=[CH:15][CH:14]=[C:13]([C:17]([F:18])([F:19])[F:20])[CH:12]=2)=[CH:3][C:2]=1[O:1][C:23]1[CH:28]=[CH:27][C:26]([N+:29]([O-:31])=[O:30])=[CH:25][N:24]=1. The catalyst class is: 9. (5) Reactant: [CH2:1]([O:3][C:4]([C:6]1[C:7](=O)[C:8]2[C:13]([C:14]=1[C:15]1[CH:20]=[CH:19][CH:18]=[CH:17][CH:16]=1)=[CH:12][CH:11]=[C:10]([O:21][CH2:22][CH2:23][CH2:24][C:25]1[CH:30]=[CH:29][CH:28]=[CH:27][CH:26]=1)[CH:9]=2)=[O:5])[CH3:2].Cl.[NH2:33][OH:34].N1C=CC=CC=1. Product: [CH2:1]([O:3][C:4]([C:6]1[C:7](=[N:33][OH:34])[C:8]2[C:13]([C:14]=1[C:15]1[CH:20]=[CH:19][CH:18]=[CH:17][CH:16]=1)=[CH:12][CH:11]=[C:10]([O:21][CH2:22][CH2:23][CH2:24][C:25]1[CH:30]=[CH:29][CH:28]=[CH:27][CH:26]=1)[CH:9]=2)=[O:5])[CH3:2]. The catalyst class is: 8. (6) Reactant: [Cl:1][C:2]1[CH:7]=[CH:6][CH:5]=[C:4]([Cl:8])[C:3]=1[CH2:9][CH2:10][OH:11].C([O-])(O)=O.[Na+].[O-]S([O-])(=S)=O.[Na+].[Na+]. Product: [Cl:1][C:2]1[CH:7]=[CH:6][CH:5]=[C:4]([Cl:8])[C:3]=1[CH2:9][CH:10]=[O:11]. The catalyst class is: 2. (7) Reactant: [NH2:1][CH2:2][C@@H:3]1[C@H:7]2[O:8][C:9]([CH3:12])([CH3:11])[O:10][C@H:6]2[C@H:5]([N:13]2[C:17]3[N:18]=[CH:19][N:20]=[C:21]([NH:22][CH2:23][C:24]4[CH:29]=[CH:28][C:27]([O:30][CH3:31])=[CH:26][C:25]=4[O:32][CH3:33])[C:16]=3[CH:15]=[CH:14]2)[O:4]1.O=[C:35]1[CH2:38][CH:37]([CH2:39][CH2:40][C:41]([O:43][CH2:44][C:45]2[CH:50]=[CH:49][CH:48]=[CH:47][CH:46]=2)=[O:42])[CH2:36]1.CC(O)=O.[BH-](OC(C)=O)(OC(C)=O)OC(C)=O.[Na+].C([O-])(O)=O.[Na+]. Product: [CH3:33][O:32][C:25]1[CH:26]=[C:27]([O:30][CH3:31])[CH:28]=[CH:29][C:24]=1[CH2:23][NH:22][C:21]1[C:16]2[CH:15]=[CH:14][N:13]([C@H:5]3[C@@H:6]4[O:10][C:9]([CH3:12])([CH3:11])[O:8][C@@H:7]4[C@@H:3]([CH2:2][NH:1][CH:35]4[CH2:38][CH:37]([CH2:39][CH2:40][C:41]([O:43][CH2:44][C:45]5[CH:46]=[CH:47][CH:48]=[CH:49][CH:50]=5)=[O:42])[CH2:36]4)[O:4]3)[C:17]=2[N:18]=[CH:19][N:20]=1. The catalyst class is: 26.